Dataset: Full USPTO retrosynthesis dataset with 1.9M reactions from patents (1976-2016). Task: Predict the reactants needed to synthesize the given product. (1) Given the product [Cl:10][CH2:11][S:12]([NH:4][C:3]1[CH:5]=[CH:6][C:7]([F:9])=[CH:8][C:2]=1[Cl:1])(=[O:14])=[O:13], predict the reactants needed to synthesize it. The reactants are: [Cl:1][C:2]1[CH:8]=[C:7]([F:9])[CH:6]=[CH:5][C:3]=1[NH2:4].[Cl:10][CH2:11][S:12](Cl)(=[O:14])=[O:13].C(N(CC)CC)C.Cl. (2) Given the product [Cl:18][C:19]1[CH:24]=[C:23]([C:2]2[CH:3]=[CH:4][C:5]3[NH:10][CH:9]([C:11]([F:14])([F:13])[F:12])[O:8][C:7]([CH3:16])([CH3:15])[C:6]=3[CH:17]=2)[CH:22]=[CH:21][CH:20]=1, predict the reactants needed to synthesize it. The reactants are: Br[C:2]1[CH:3]=[CH:4][C:5]2[NH:10][CH:9]([C:11]([F:14])([F:13])[F:12])[O:8][C:7]([CH3:16])([CH3:15])[C:6]=2[CH:17]=1.[Cl:18][C:19]1[CH:20]=[C:21](B(O)O)[CH:22]=[CH:23][CH:24]=1. (3) Given the product [NH:1]1[CH:5]=[C:4]([CH2:6][CH2:7][CH2:8][CH2:9][CH2:10][CH:11]2[CH2:16][CH2:15][N:14]([C:28](=[O:29])[CH2:27][O:26][C:25]3[CH:31]=[CH:32][C:33]([C:35]([F:37])([F:38])[F:36])=[CH:34][C:24]=3[CH2:23][N:21]3[N:20]=[N:19][C:18]([CH3:17])=[N:22]3)[CH2:13][CH2:12]2)[N:3]=[N:2]1, predict the reactants needed to synthesize it. The reactants are: [NH:1]1[CH:5]=[C:4]([CH2:6][CH2:7][CH2:8][CH2:9][CH2:10][CH:11]2[CH2:16][CH2:15][NH:14][CH2:13][CH2:12]2)[N:3]=[N:2]1.[CH3:17][C:18]1[N:19]=[N:20][N:21]([CH2:23][C:24]2[CH:34]=[C:33]([C:35]([F:38])([F:37])[F:36])[CH:32]=[CH:31][C:25]=2[O:26][CH2:27][C:28](O)=[O:29])[N:22]=1.C(N(CC)CC)C.C(P1(=O)OP(CCC)(=O)OP(CCC)(=O)O1)CC. (4) Given the product [CH3:2][O:3][N:4]([CH3:5])[C:13]([C:15]1([C:18]2[O:22][N:21]=[C:20]([C:23]3[CH:28]=[CH:27][C:26]([O:29][Si:30]([C:33]([CH3:34])([CH3:36])[CH3:35])([CH3:31])[CH3:32])=[CH:25][CH:24]=3)[C:19]=2[C:37]2[CH:42]=[CH:41][CH:40]=[CH:39][CH:38]=2)[CH2:17][CH2:16]1)=[O:14], predict the reactants needed to synthesize it. The reactants are: Cl.[CH3:2][O:3][NH:4][CH3:5].C([Li])CCC.CO[C:13]([C:15]1([C:18]2[O:22][N:21]=[C:20]([C:23]3[CH:28]=[CH:27][C:26]([O:29][Si:30]([C:33]([CH3:36])([CH3:35])[CH3:34])([CH3:32])[CH3:31])=[CH:25][CH:24]=3)[C:19]=2[C:37]2[CH:42]=[CH:41][CH:40]=[CH:39][CH:38]=2)[CH2:17][CH2:16]1)=[O:14].[Cl-].[NH4+]. (5) Given the product [CH3:1][N:2]1[C:14]2[CH:13]=[CH:12][C:11]([CH:15]([CH3:20])[C:16]([O:18][CH3:19])=[O:17])=[CH:10][C:9]=2[C:8]2[C:3]1=[CH:4][CH:5]=[CH:6][CH:7]=2, predict the reactants needed to synthesize it. The reactants are: [CH3:1][N:2]1[C:14]2[CH:13]=[CH:12][C:11]([CH2:15][C:16]([O:18][CH3:19])=[O:17])=[CH:10][C:9]=2[C:8]2[C:3]1=[CH:4][CH:5]=[CH:6][CH:7]=2.[CH3:20][Si]([N-][Si](C)(C)C)(C)C.[Na+].IC. (6) The reactants are: [CH3:1][O:2][C:3]1[CH:8]=[CH:7][C:6]([CH2:9][CH2:10][CH2:11][C:12]([OH:14])=O)=[CH:5][CH:4]=1.C(N(CC)CC)C.C(Cl)CCl.[NH2:26][C@@H:27]([CH2:36][N:37]1[CH2:42][CH2:41][O:40][CH2:39][CH2:38]1)[C@H:28]([C:30]1[CH:35]=[CH:34][CH:33]=[CH:32][CH:31]=1)[OH:29]. Given the product [CH3:1][O:2][C:3]1[CH:4]=[CH:5][C:6]([CH2:9][CH2:10][CH2:11][C:12]([NH:26][C@@H:27]([CH2:36][N:37]2[CH2:38][CH2:39][O:40][CH2:41][CH2:42]2)[C@H:28]([C:30]2[CH:31]=[CH:32][CH:33]=[CH:34][CH:35]=2)[OH:29])=[O:14])=[CH:7][CH:8]=1, predict the reactants needed to synthesize it. (7) Given the product [C:1]([O:5][C:6]([N:8]1[CH2:12][CH2:11][N:10]=[C:9]1[CH2:13][CH:14]([C:15]1[CH:20]=[CH:19][CH:18]=[CH:17][N:16]=1)[C:21]1[C:29]2[O:28][CH2:27][CH2:26][C:25]=2[CH:24]=[C:23]([C:35]2[CH:36]=[CH:37][C:32]([CH3:31])=[CH:33][CH:34]=2)[CH:22]=1)=[O:7])([CH3:4])([CH3:3])[CH3:2], predict the reactants needed to synthesize it. The reactants are: [C:1]([O:5][C:6]([N:8]1[CH2:12][CH2:11][N:10]=[C:9]1[CH2:13][CH:14]([C:21]1[C:29]2[O:28][CH2:27][CH2:26][C:25]=2[CH:24]=[C:23](Br)[CH:22]=1)[C:15]1[CH:20]=[CH:19][CH:18]=[CH:17][N:16]=1)=[O:7])([CH3:4])([CH3:3])[CH3:2].[CH3:31][C:32]1[CH:37]=[CH:36][C:35](B(O)O)=[CH:34][CH:33]=1.C([O-])([O-])=O.[K+].[K+]. (8) Given the product [CH:17]([C@H:20]1[C:24]2=[N:25][CH:26]=[C:27]([C:29]([NH:30][CH2:31][C:32]3[CH:33]=[CH:34][C:35]([C:38]([O:40][CH3:41])=[O:39])=[CH:36][CH:37]=3)=[O:42])[CH:28]=[C:23]2[CH2:22][NH:21]1)([CH3:19])[CH3:18], predict the reactants needed to synthesize it. The reactants are: C([C@H]1C2=NC=C(C(OC)=O)C=C2CN1)(C)C.[CH:17]([C@H:20]1[C:24]2=[N:25][CH:26]=[C:27]([C:29](=[O:42])[NH:30][CH2:31][C:32]3[CH:37]=[CH:36][C:35]([C:38]([O:40][CH3:41])=[O:39])=[CH:34][CH:33]=3)[CH:28]=[C:23]2[CH2:22][N:21]1C(OC(C)(C)C)=O)([CH3:19])[CH3:18].